Dataset: Reaction yield outcomes from USPTO patents with 853,638 reactions. Task: Predict the reaction yield, written as a fraction of the theoretical maximum amount of product (1.0 means a 100% yield; for example, 0.34 means a 34% yield). (1) The catalyst is C(#N)C. The product is [Cl:28][C:25]1[CH:26]=[CH:27][C:22]([CH2:21][N:4]2[C:3](=[O:2])[CH:8]=[N:7][N:6]([C:9]3[CH:10]=[C:11]([NH:15][C:16](=[O:18])[CH3:17])[CH:12]=[CH:13][CH:14]=3)[C:5]2=[O:19])=[C:23]([F:29])[CH:24]=1. The yield is 0.220. The reactants are C[O:2][C:3]1[CH:8]=[N:7][N:6]([C:9]2[CH:10]=[C:11]([NH:15][C:16](=[O:18])[CH3:17])[CH:12]=[CH:13][CH:14]=2)[C:5](=[O:19])[N:4]=1.Br[CH2:21][C:22]1[CH:27]=[CH:26][C:25]([Cl:28])=[CH:24][C:23]=1[F:29].[I-].[Na+]. (2) The reactants are [CH3:1][O:2][CH:3]([O:11]C)/[C:4](/[C:7](OC)=O)=[CH:5]/[O-].[Na+].Cl.[NH2:15][C:16]([NH2:18])=[NH:17].O. The catalyst is CN(C=O)C. The product is [NH2:18][C:16]1[N:17]=[CH:7][C:4]([C:3]([O:2][CH3:1])=[O:11])=[CH:5][N:15]=1. The yield is 0.610. (3) The reactants are [NH2:1][C@@H:2]([C:6]([OH:8])=[O:7])[C@H:3]([CH3:5])[OH:4].C([O-])([O-])=O.[K+].[K+].Br[CH2:16][CH2:17][C:18]1[C:19]([Cl:27])=[C:20]([CH:23]=[CH:24][C:25]=1F)[C:21]#[N:22]. The catalyst is CS(C)=O. The product is [Cl:27][C:19]1[C:18]([CH:17]=[CH2:16])=[C:25]([NH:1][CH:2]([CH:3]([OH:4])[CH3:5])[C:6]([OH:8])=[O:7])[CH:24]=[CH:23][C:20]=1[C:21]#[N:22]. The yield is 0.970. (4) The product is [Cl:8][CH2:7][C:6]1[N:10]([CH2:18][CH3:19])[C:11]2[CH:12]=[N:13][CH:14]=[CH:15][C:16]=2[N:17]=1. The yield is 0.590. No catalyst specified. The reactants are ClCC(O[C:6](=O)[CH2:7][Cl:8])=O.[NH2:10][C:11]1[CH:12]=[N:13][CH:14]=[CH:15][C:16]=1[NH2:17].[C:18](OCC)(=O)[CH3:19]. (5) The catalyst is [Fe].CC(O)=O. The product is [NH2:1][C:4]1[CH:5]=[C:6]([C@@H:10]([NH:12][C:13](=[O:22])[O:14][CH2:15][C:16]2[CH:17]=[CH:18][CH:19]=[CH:20][CH:21]=2)[CH3:11])[CH:7]=[CH:8][CH:9]=1. The yield is 0.940. The reactants are [N+:1]([C:4]1[CH:5]=[C:6]([C@@H:10]([NH:12][C:13](=[O:22])[O:14][CH2:15][C:16]2[CH:21]=[CH:20][CH:19]=[CH:18][CH:17]=2)[CH3:11])[CH:7]=[CH:8][CH:9]=1)([O-])=O.CCO.O. (6) The reactants are Br[C:2]1[CH:20]=[CH:19][C:5]([CH2:6][N:7]2[CH:11]=[C:10]([C:12]3[C:13]([NH2:18])=[N:14][CH:15]=[CH:16][CH:17]=3)[CH:9]=[N:8]2)=[CH:4][CH:3]=1.[O:21]1[CH2:26]CO[CH2:23][CH2:22]1.C(=O)([O-])[O-].[Cs+].[Cs+].C1(P(C2C=CC=CC=2)C2C=CC3C(=CC=CC=3)C=2C2C3C(=CC=CC=3)C=CC=2P(C2C=CC=CC=2)C2C=CC=CC=2)C=CC=CC=1. The catalyst is C([O-])(=O)C.[Pd+2].C([O-])(=O)C.C(OCC)(=O)C.O. The product is [CH2:22]([O:21][CH2:26][C:2]1[CH:20]=[CH:19][C:5]([CH2:6][N:7]2[CH:11]=[C:10]([C:12]3[C:13]([NH2:18])=[N:14][CH:15]=[CH:16][CH:17]=3)[CH:9]=[N:8]2)=[CH:4][CH:3]=1)[CH3:23]. The yield is 0.170.